This data is from Full USPTO retrosynthesis dataset with 1.9M reactions from patents (1976-2016). The task is: Predict the reactants needed to synthesize the given product. (1) Given the product [CH3:31][O:30][N:29]([CH3:28])[C:17]([C:12]1[CH:11]=[CH:10][C:9]2[C:14](=[CH:15][CH:16]=[C:7]([O:6][CH3:5])[CH:8]=2)[CH:13]=1)=[O:19], predict the reactants needed to synthesize it. The reactants are: O=S(Cl)Cl.[CH3:5][O:6][C:7]1[CH:8]=[C:9]2[C:14](=[CH:15][CH:16]=1)[CH:13]=[C:12]([C:17]([OH:19])=O)[CH:11]=[CH:10]2.CCN(CC)CC.Cl.[CH3:28][NH:29][O:30][CH3:31]. (2) Given the product [F:22][C:2]([F:1])([F:21])[C:3]1[CH:4]=[CH:5][C:6]([C:9]2[CH:10]=[CH:11][C:12]([N:15]3[CH2:20][CH2:19][N:18]([CH2:24][CH2:25][C:26]#[N:27])[CH2:17][CH2:16]3)=[N:13][CH:14]=2)=[CH:7][CH:8]=1, predict the reactants needed to synthesize it. The reactants are: [F:1][C:2]([F:22])([F:21])[C:3]1[CH:8]=[CH:7][C:6]([C:9]2[CH:10]=[CH:11][C:12]([N:15]3[CH2:20][CH2:19][NH:18][CH2:17][CH2:16]3)=[N:13][CH:14]=2)=[CH:5][CH:4]=1.Br[CH2:24][CH2:25][C:26]#[N:27]. (3) Given the product [Br:25][C:19]1[C:14]([NH:13][C@H:9]2[CH2:10][CH2:11][CH2:12][C@@H:8]2[NH:7][C:6](=[O:24])[O:5][C:1]([CH3:4])([CH3:2])[CH3:3])=[N:15][CH:16]=[C:17]([C:20]([F:23])([F:21])[F:22])[N:18]=1, predict the reactants needed to synthesize it. The reactants are: [C:1]([O:5][C:6](=[O:24])[NH:7][C@H:8]1[CH2:12][CH2:11][CH2:10][C@@H:9]1[NH:13][C:14]1[CH:19]=[N:18][C:17]([C:20]([F:23])([F:22])[F:21])=[CH:16][N:15]=1)([CH3:4])([CH3:3])[CH3:2].[Br:25]N1C(=O)CCC1=O. (4) The reactants are: [Cl:1][C:2]1[CH:9]=[C:8]([N:10]([CH2:16][C:17]2[CH:22]=[C:21]([F:23])[CH:20]=[CH:19][C:18]=2[CH3:24])[C@H:11]2[CH2:15][CH2:14][NH:13][CH2:12]2)[CH:7]=[CH:6][C:3]=1[C:4]#[N:5].[F:25][C:26]([F:34])([F:33])[CH2:27][CH2:28][S:29](Cl)(=[O:31])=[O:30]. Given the product [Cl:1][C:2]1[CH:9]=[C:8]([N:10]([CH2:16][C:17]2[CH:22]=[C:21]([F:23])[CH:20]=[CH:19][C:18]=2[CH3:24])[C@H:11]2[CH2:15][CH2:14][N:13]([S:29]([CH2:28][CH2:27][C:26]([F:34])([F:33])[F:25])(=[O:31])=[O:30])[CH2:12]2)[CH:7]=[CH:6][C:3]=1[C:4]#[N:5], predict the reactants needed to synthesize it.